This data is from Forward reaction prediction with 1.9M reactions from USPTO patents (1976-2016). The task is: Predict the product of the given reaction. Given the reactants [C:1]([O:10][CH:11]([CH3:13])[CH3:12])(=[O:9])[CH2:2][C:3]([O:5][CH:6]([CH3:8])[CH3:7])=[O:4].[H-].[Na+].[Na+].[I-].CC1C=CC(S(O[CH2:29][C:30]2([C:33]([F:36])([F:35])[F:34])[CH2:32][CH2:31]2)(=O)=O)=CC=1, predict the reaction product. The product is: [F:34][C:33]([F:36])([F:35])[C:30]1([CH2:29][CH:2]([C:3]([O:5][CH:6]([CH3:7])[CH3:8])=[O:4])[C:1]([O:10][CH:11]([CH3:13])[CH3:12])=[O:9])[CH2:32][CH2:31]1.